This data is from Full USPTO retrosynthesis dataset with 1.9M reactions from patents (1976-2016). The task is: Predict the reactants needed to synthesize the given product. (1) Given the product [CH2:1]1[S:5][C@H:4]([CH2:6][OH:7])[O:3][C@@H:2]1[N:8]1[C:13](=[O:14])[N:12]=[C:11]([NH2:15])[CH:10]=[CH:9]1, predict the reactants needed to synthesize it. The reactants are: [CH2:1]1[S:5][C@H:4]([CH2:6][OH:7])[O:3][C@@H:2]1[N:8]1[C:13](=[O:14])[N:12]=[C:11]([NH2:15])[CH:10]=[CH:9]1.C1C=C(C(O)=O)C(O)=CC=1.C(OCC)(=O)C.O. (2) Given the product [N:5]1([C:1](=[O:4])[CH2:2][CH3:3])[CH2:10][CH2:9][NH:8][CH2:7][CH2:6]1, predict the reactants needed to synthesize it. The reactants are: [C:1]([N:5]1[CH2:10][CH2:9][N:8](C(OCC2C=CC=CC=2)=O)[CH2:7][CH2:6]1)(=[O:4])[CH2:2][CH3:3].[H][H].